This data is from Peptide-MHC class II binding affinity with 134,281 pairs from IEDB. The task is: Regression. Given a peptide amino acid sequence and an MHC pseudo amino acid sequence, predict their binding affinity value. This is MHC class II binding data. (1) The peptide sequence is VLAPTRVVLSEMKEA. The MHC is HLA-DQA10501-DQB10402 with pseudo-sequence HLA-DQA10501-DQB10402. The binding affinity (normalized) is 0.490. (2) The peptide sequence is SEIEEFRDRARVPLT. The MHC is DRB3_0202 with pseudo-sequence DRB3_0202. The binding affinity (normalized) is 0.168. (3) The peptide sequence is VKYAVFEAALTKA. The MHC is DRB1_1501 with pseudo-sequence DRB1_1501. The binding affinity (normalized) is 0.318. (4) The peptide sequence is GWYRPPFSRVVHLYR. The MHC is HLA-DPA10103-DPB10401 with pseudo-sequence HLA-DPA10103-DPB10401. The binding affinity (normalized) is 0.371.